From a dataset of Full USPTO retrosynthesis dataset with 1.9M reactions from patents (1976-2016). Predict the reactants needed to synthesize the given product. (1) Given the product [CH3:11][C:5]1[CH:6]=[CH:7][NH:8][C:9](=[S:22](=[O:25])=[O:23])[CH:10]=1, predict the reactants needed to synthesize it. The reactants are: CS([C:5]1[CH:10]=[CH:9][N:8]=[CH:7][CH:6]=1)(=O)=O.[CH3:11]SC1C=CN=CC=1.OO.N.[S:22]([O-:25])(O)=[O:23].[Na+]. (2) The reactants are: [Br:1][C:2]1[S:6][C:5]2=[C:7](C(O)=O)[N:8]=[CH:9][N:4]2[CH:3]=1.C(O)(=O)C1C=CC=CC=1. Given the product [Br:1][C:2]1[S:6][C:5]2=[CH:7][N:8]=[CH:9][N:4]2[CH:3]=1, predict the reactants needed to synthesize it. (3) Given the product [N:1]1[CH:2]=[C:3]([C:18]([CH3:24])([CH3:23])[C:19]([OH:21])=[O:20])[N:4]2[C:17]=1[C:16]1[CH:15]=[CH:14][CH:13]=[CH:12][C:11]=1[C:10]1[CH:9]=[CH:8][CH:7]=[CH:6][C:5]2=1, predict the reactants needed to synthesize it. The reactants are: [N:1]1[CH:2]=[C:3]([C:18]([CH3:24])([CH3:23])[C:19]([O:21]C)=[O:20])[N:4]2[C:17]=1[C:16]1[CH:15]=[CH:14][CH:13]=[CH:12][C:11]=1[C:10]1[CH:9]=[CH:8][CH:7]=[CH:6][C:5]2=1.[OH-].[Na+]. (4) Given the product [Br-:17].[CH3:1]/[N+:2](=[CH:10]\[CH:11]=[CH:12]\[CH:13]=[CH:14]\[N:15]([CH3:16])[C:3]1[CH:8]=[CH:7][CH:6]=[CH:5][CH:4]=1)/[C:3]1[CH:8]=[CH:7][CH:6]=[CH:5][CH:4]=1, predict the reactants needed to synthesize it. The reactants are: [CH3:1][NH:2][C:3]1[CH:8]=[CH:7][CH:6]=[CH:5][CH:4]=1.N1[CH:14]=[CH:13][CH:12]=[CH:11][CH:10]=1.[N:15]#[C:16][Br:17]. (5) Given the product [CH2:14]([O:5][C:4](=[O:6])[C:3]1[CH:7]=[CH:8][C:9]([O:11][CH2:4][C:3]2[CH:7]=[CH:8][CH:9]=[CH:10][CH:2]=2)=[CH:10][C:2]=1[Br:1])[C:15]1[CH:20]=[CH:19][CH:18]=[CH:17][CH:16]=1, predict the reactants needed to synthesize it. The reactants are: [Br:1][C:2]1[CH:10]=[C:9]([OH:11])[CH:8]=[CH:7][C:3]=1[C:4]([OH:6])=[O:5].[OH-].[K+].[CH2:14](Br)[C:15]1[CH:20]=[CH:19][CH:18]=[CH:17][CH:16]=1.C([O-])([O-])=O.[K+].[K+]. (6) Given the product [Si:1]([O:18][CH2:19][C@H:20]1[O:24][C:23](=[O:25])[C@@:22]([F:39])([CH3:26])[CH2:21]1)([C:14]([CH3:17])([CH3:15])[CH3:16])([C:8]1[CH:13]=[CH:12][CH:11]=[CH:10][CH:9]=1)[C:2]1[CH:7]=[CH:6][CH:5]=[CH:4][CH:3]=1, predict the reactants needed to synthesize it. The reactants are: [Si:1]([O:18][CH2:19][C@H:20]1[O:24][C:23](=[O:25])[C@H:22]([CH3:26])[CH2:21]1)([C:14]([CH3:17])([CH3:16])[CH3:15])([C:8]1[CH:13]=[CH:12][CH:11]=[CH:10][CH:9]=1)[C:2]1[CH:7]=[CH:6][CH:5]=[CH:4][CH:3]=1.[Si](OS(C(F)(F)[F:39])(=O)=O)(C(C)(C)C)(C)C.C(N(CC)CC)C.C1C=CC(S(N(S(C2C=CC=CC=2)(=O)=O)F)(=O)=O)=CC=1. (7) Given the product [NH2:31][C:32]1[N:37]=[CH:36][C:35]([C:2]2[N:3]=[C:4]([N:25]3[CH2:30][CH2:29][O:28][CH2:27][CH2:26]3)[C:5]3[S:10][C:9]([CH2:11][N:12]4[CH2:17][CH2:16][C:15]([C:19]5[CH:24]=[CH:23][CH:22]=[CH:21][CH:20]=5)([OH:18])[CH2:14][CH2:13]4)=[CH:8][C:6]=3[N:7]=2)=[CH:34][N:33]=1, predict the reactants needed to synthesize it. The reactants are: Cl[C:2]1[N:3]=[C:4]([N:25]2[CH2:30][CH2:29][O:28][CH2:27][CH2:26]2)[C:5]2[S:10][C:9]([CH2:11][N:12]3[CH2:17][CH2:16][C:15]([C:19]4[CH:24]=[CH:23][CH:22]=[CH:21][CH:20]=4)([OH:18])[CH2:14][CH2:13]3)=[CH:8][C:6]=2[N:7]=1.[NH2:31][C:32]1[N:37]=[CH:36][C:35](B(O)O)=[CH:34][N:33]=1.